From a dataset of Reaction yield outcomes from USPTO patents with 853,638 reactions. Predict the reaction yield, written as a fraction of the theoretical maximum amount of product (1.0 means a 100% yield; for example, 0.34 means a 34% yield). (1) The reactants are [CH3:1][C:2]1[CH:11]=[CH:10][C:9]2[C:4](=[CH:5][CH:6]=[CH:7][C:8]=2[O:12][CH2:13][CH2:14][N:15]2[CH2:20][CH2:19][NH:18][CH2:17][CH2:16]2)[N:3]=1.[C:21]([C:23]1[CH:24]=[C:25]([CH:28]=[CH:29][CH:30]=1)[CH:26]=O)#[N:22].C(O[BH-](OC(=O)C)OC(=O)C)(=O)C.[Na+].C([O-])(O)=O.[Na+]. The catalyst is ClCCCl. The product is [CH3:1][C:2]1[CH:11]=[CH:10][C:9]2[C:4](=[CH:5][CH:6]=[CH:7][C:8]=2[O:12][CH2:13][CH2:14][N:15]2[CH2:20][CH2:19][N:18]([CH2:26][C:25]3[CH:24]=[C:23]([CH:30]=[CH:29][CH:28]=3)[C:21]#[N:22])[CH2:17][CH2:16]2)[N:3]=1. The yield is 0.520. (2) The reactants are Br[C:2]1[CH:3]=[C:4]([NH:19][C:20](=[O:22])[CH3:21])[CH:5]=[C:6]([NH:8][C:9]2[N:14]=[C:13]([C:15]([F:18])([F:17])[F:16])[CH:12]=[CH:11][N:10]=2)[CH:7]=1.C[Si](C)(C)[C:25]1[S:26][C:27]([Sn](C)(C)C)=[CH:28][N:29]=1. The catalyst is C1C=CC([P]([Pd]([P](C2C=CC=CC=2)(C2C=CC=CC=2)C2C=CC=CC=2)([P](C2C=CC=CC=2)(C2C=CC=CC=2)C2C=CC=CC=2)[P](C2C=CC=CC=2)(C2C=CC=CC=2)C2C=CC=CC=2)(C2C=CC=CC=2)C2C=CC=CC=2)=CC=1.O1CCOCC1. The product is [S:26]1[C:27]([C:2]2[CH:3]=[C:4]([NH:19][C:20](=[O:22])[CH3:21])[CH:5]=[C:6]([NH:8][C:9]3[N:14]=[C:13]([C:15]([F:18])([F:17])[F:16])[CH:12]=[CH:11][N:10]=3)[CH:7]=2)=[CH:28][N:29]=[CH:25]1. The yield is 0.860. (3) The reactants are [CH3:1][C:2]1[O:6][N:5]=[C:4]([C:7]2[CH:12]=[CH:11][CH:10]=[CH:9][CH:8]=2)[C:3]=1[CH2:13][O:14][C:15]1[CH:23]=[CH:22][C:18]([C:19]([OH:21])=O)=[CH:17][N:16]=1.[NH2:24][C@@H:25]([CH2:30][OH:31])[CH2:26][CH:27]([CH3:29])[CH3:28]. No catalyst specified. The product is [OH:31][CH2:30][C@@H:25]([NH:24][C:19](=[O:21])[C:18]1[CH:22]=[CH:23][C:15]([O:14][CH2:13][C:3]2[C:4]([C:7]3[CH:8]=[CH:9][CH:10]=[CH:11][CH:12]=3)=[N:5][O:6][C:2]=2[CH3:1])=[N:16][CH:17]=1)[CH2:26][CH:27]([CH3:29])[CH3:28]. The yield is 0.490. (4) The reactants are [Br:1][C:2]1[CH:3]=[C:4]([N:11]2[C:15]3=[N:16][CH:17]=[CH:18][CH:19]=[C:14]3[C:13]([C:20]([O:22][CH3:23])=[O:21])=[N:12]2)[CH:5]=[C:6]([C:8](=O)[NH2:9])[CH:7]=1.[OH-].C([N+](CC)(CC)S(NC(=O)OC)(=O)=O)C. The catalyst is ClCCl. The product is [Br:1][C:2]1[CH:3]=[C:4]([N:11]2[C:15]3=[N:16][CH:17]=[CH:18][CH:19]=[C:14]3[C:13]([C:20]([O:22][CH3:23])=[O:21])=[N:12]2)[CH:5]=[C:6]([C:8]#[N:9])[CH:7]=1. The yield is 0.610. (5) The reactants are C([O-])([O-])=O.[Na+].[Na+].[CH:7]([C:9]1[CH:10]=[C:11](B(O)O)[CH:12]=[CH:13][CH:14]=1)=[O:8].Br[C:19]1[N:24]=[CH:23][CH:22]=[CH:21][N:20]=1. The product is [N:20]1[CH:21]=[CH:22][CH:23]=[N:24][C:19]=1[C:11]1[CH:10]=[C:9]([CH:14]=[CH:13][CH:12]=1)[CH:7]=[O:8]. The yield is 0.630. The catalyst is O.COCCOC.ClCCl.C1C=CC([P]([Pd]([P](C2C=CC=CC=2)(C2C=CC=CC=2)C2C=CC=CC=2)([P](C2C=CC=CC=2)(C2C=CC=CC=2)C2C=CC=CC=2)[P](C2C=CC=CC=2)(C2C=CC=CC=2)C2C=CC=CC=2)(C2C=CC=CC=2)C2C=CC=CC=2)=CC=1. (6) The yield is 0.0840. The catalyst is CN(C=O)C. The product is [CH3:28][O:29][C:30]1[CH:31]=[CH:32][C:33]([C:36]2[CH:41]=[CH:40][N:39]=[C:38]3[NH:42][C:43]([C:45]4[CH:53]=[CH:52][C:48]([C:49]([N:56]5[CH2:57][CH2:58][O:59][CH2:60][C@H:55]5[CH3:54])=[O:50])=[CH:47][CH:46]=4)=[N:44][C:37]=23)=[CH:34][CH:35]=1. The reactants are C(N(CC)CC)C.[B-](F)(F)(F)F.CN(C(ON1C(=O)CCC1=O)=[N+](C)C)C.[CH3:28][O:29][C:30]1[CH:35]=[CH:34][C:33]([C:36]2[CH:41]=[CH:40][N:39]=[C:38]3[NH:42][C:43]([C:45]4[CH:53]=[CH:52][C:48]([C:49](O)=[O:50])=[CH:47][CH:46]=4)=[N:44][C:37]=23)=[CH:32][CH:31]=1.[CH3:54][C@H:55]1[CH2:60][O:59][CH2:58][CH2:57][NH:56]1. (7) The reactants are [C:1]1([N:7]2[C:12](=O)[CH2:11][C:10](=[O:14])[N:9]([C:15]3[CH:20]=[CH:19][CH:18]=[CH:17][CH:16]=3)[C:8]2=[O:21])[CH:6]=[CH:5][CH:4]=[CH:3][CH:2]=1.P(Cl)(Cl)([Cl:24])=O. The catalyst is O. The product is [Cl:24][C:12]1[N:7]([C:1]2[CH:6]=[CH:5][CH:4]=[CH:3][CH:2]=2)[C:8](=[O:21])[N:9]([C:15]2[CH:20]=[CH:19][CH:18]=[CH:17][CH:16]=2)[C:10](=[O:14])[CH:11]=1. The yield is 0.740. (8) The reactants are [CH3:1][O:2][C:3]([C:5]1[S:6][C:7]([C:10](=O)[NH:11][C:12]2[CH:17]=[CH:16][CH:15]=[CH:14][C:13]=2[NH:18][C:19]2[CH:24]=[CH:23][C:22]([O:25][CH3:26])=[CH:21][CH:20]=2)=[CH:8][CH:9]=1)=[O:4].C(O)(=O)C. The catalyst is CCCCCCC. The product is [CH3:1][O:2][C:3]([C:5]1[S:6][C:7]([C:10]2[N:18]([C:19]3[CH:24]=[CH:23][C:22]([O:25][CH3:26])=[CH:21][CH:20]=3)[C:13]3[CH:14]=[CH:15][CH:16]=[CH:17][C:12]=3[N:11]=2)=[CH:8][CH:9]=1)=[O:4]. The yield is 0.750.